Dataset: Forward reaction prediction with 1.9M reactions from USPTO patents (1976-2016). Task: Predict the product of the given reaction. (1) Given the reactants [NH2:1][C:2]1[CH:7]=[C:6]([O:8][C:9]2[CH:14]=[CH:13][C:12]([NH:15][C:16](=[O:28])[CH2:17][C:18]([NH:20][C:21]3[CH:26]=[CH:25][C:24]([F:27])=[CH:23][CH:22]=3)=[O:19])=[C:11]([F:29])[CH:10]=2)[CH:5]=[CH:4][N:3]=1.[CH2:30]([N:32]([CH2:35][CH3:36])[CH2:33]C)[CH3:31].ClC(OC1C=CC=CC=1)=[O:39].CCCCCC, predict the reaction product. The product is: [F:29][C:11]1[CH:10]=[C:9]([O:8][C:6]2[CH:5]=[CH:4][N:3]=[C:2]([NH:1][C:33]([N:32]3[CH2:35][CH2:36][CH2:31][CH2:30]3)=[O:39])[CH:7]=2)[CH:14]=[CH:13][C:12]=1[NH:15][C:16](=[O:28])[CH2:17][C:18]([NH:20][C:21]1[CH:26]=[CH:25][C:24]([F:27])=[CH:23][CH:22]=1)=[O:19]. (2) Given the reactants [Li+].[OH-].[CH:3]1([C:6]2[N:7]=[C:8]([C:11]3[CH:16]=[C:15]([NH:17][C:18]([NH:20][CH2:21][CH3:22])=[O:19])[N:14]=[CH:13][C:12]=3[C:23]3[CH:24]=[C:25]4[C:30](=[CH:31][CH:32]=3)[N:29]([C@@H:33]([CH2:36][CH:37]([CH3:39])[CH3:38])[CH2:34][OH:35])[CH:28]=[C:27]([C:40]([O:42]CC)=[O:41])[C:26]4=[O:45])[S:9][CH:10]=2)[CH2:5][CH2:4]1.Cl, predict the reaction product. The product is: [CH:3]1([C:6]2[N:7]=[C:8]([C:11]3[CH:16]=[C:15]([NH:17][C:18]([NH:20][CH2:21][CH3:22])=[O:19])[N:14]=[CH:13][C:12]=3[C:23]3[CH:24]=[C:25]4[C:30](=[CH:31][CH:32]=3)[N:29]([C@@H:33]([CH2:36][CH:37]([CH3:38])[CH3:39])[CH2:34][OH:35])[CH:28]=[C:27]([C:40]([OH:42])=[O:41])[C:26]4=[O:45])[S:9][CH:10]=2)[CH2:5][CH2:4]1. (3) Given the reactants [CH2:1]([N:3]1[C:15]2[CH:14]=[C:13]([C:16]3[CH:21]=[CH:20][CH:19]=[CH:18][C:17]=3[C:22]3[CH:27]=[CH:26][CH:25]=[C:24]([O:28][CH3:29])[CH:23]=3)[CH:12]=[CH:11][C:10]=2[C:9]2[C:4]1=[CH:5][CH:6]=[CH:7][CH:8]=2)[CH3:2], predict the reaction product. The product is: [CH2:1]([N:3]1[C:15]2[CH:14]=[C:13]3[C:16]4[C:17]([C:22]5[CH:23]=[C:24]([O:28][CH3:29])[CH:25]=[CH:26][C:27]=5[C:12]3=[CH:11][C:10]=2[C:9]2[CH:8]=[CH:7][CH:6]=[CH:5][C:4]1=2)=[CH:18][CH:19]=[CH:20][CH:21]=4)[CH3:2]. (4) Given the reactants [Cl:1][C:2]1[CH:7]=[C:6]([Cl:8])[CH:5]=[CH:4][C:3]=1[C:9]1([C:12](Cl)=[O:13])[CH2:11][CH2:10]1.C(N(CC)CC)C.[CH2:22]([O:24][C:25](=[O:49])[CH2:26][C:27]1[CH:28]=[C:29]([C:35]2[CH:40]=[CH:39][C:38]([C:41]([F:44])([F:43])[F:42])=[CH:37][C:36]=2[CH2:45][NH:46][CH2:47][CH3:48])[C:30]([O:33][CH3:34])=[CH:31][CH:32]=1)[CH3:23].O, predict the reaction product. The product is: [CH2:22]([O:24][C:25](=[O:49])[CH2:26][C:27]1[CH:28]=[C:29]([C:35]2[CH:40]=[CH:39][C:38]([C:41]([F:44])([F:42])[F:43])=[CH:37][C:36]=2[CH2:45][N:46]([C:12]([C:9]2([C:3]3[CH:4]=[CH:5][C:6]([Cl:8])=[CH:7][C:2]=3[Cl:1])[CH2:11][CH2:10]2)=[O:13])[CH2:47][CH3:48])[C:30]([O:33][CH3:34])=[CH:31][CH:32]=1)[CH3:23]. (5) Given the reactants [Br:1][C:2]1[C:11]2[C:6](=[CH:7][CH:8]=[CH:9][CH:10]=2)[C:5]([S:12][CH2:13][C:14]([OH:31])([CH3:30])[C:15]([NH:17][C:18]2[CH:23]=[CH:22][C:21]([C:24]#[N:25])=[C:20]([C:26]([F:29])([F:28])[F:27])[CH:19]=2)=[O:16])=[CH:4][CH:3]=1.OO.FC(F)(F)C(OC(=O)C(F)(F)F)=[O:37].[OH2:47], predict the reaction product. The product is: [Br:1][C:2]1[C:11]2[C:6](=[CH:7][CH:8]=[CH:9][CH:10]=2)[C:5]([S:12]([CH2:13][C:14]([OH:31])([CH3:30])[C:15]([NH:17][C:18]2[CH:23]=[CH:22][C:21]([C:24]#[N:25])=[C:20]([C:26]([F:27])([F:28])[F:29])[CH:19]=2)=[O:16])(=[O:37])=[O:47])=[CH:4][CH:3]=1. (6) Given the reactants [Cl:1][C:2]1[CH:25]=[C:24]([Cl:26])[CH:23]=[CH:22][C:3]=1[CH2:4][N:5]1[C:9](/[CH:10]=[CH:11]/[C:12](O)=[O:13])=[CH:8][C:7]([O:15][CH:16]2[CH2:21][CH2:20][O:19][CH2:18][CH2:17]2)=[N:6]1.[CH3:27][CH:28]([CH3:35])[CH2:29][CH2:30][S:31]([NH2:34])(=[O:33])=[O:32].N12CCCN=C1CCCCC2, predict the reaction product. The product is: [Cl:1][C:2]1[CH:25]=[C:24]([Cl:26])[CH:23]=[CH:22][C:3]=1[CH2:4][N:5]1[C:9](/[CH:10]=[CH:11]/[C:12]([NH:34][S:31]([CH2:30][CH2:29][CH:28]([CH3:35])[CH3:27])(=[O:33])=[O:32])=[O:13])=[CH:8][C:7]([O:15][CH:16]2[CH2:17][CH2:18][O:19][CH2:20][CH2:21]2)=[N:6]1.